The task is: Predict the reaction yield, written as a fraction of the theoretical maximum amount of product (1.0 means a 100% yield; for example, 0.34 means a 34% yield).. This data is from Reaction yield outcomes from USPTO patents with 853,638 reactions. (1) The product is [Cl:11][C:9]1[CH:8]=[CH:7][C:3]2[C:4]([OH:5])=[N:6][C:13]([OH:14])=[N:1][C:2]=2[N:10]=1. The catalyst is C1(C)C=CC=CC=1. The yield is 0.810. The reactants are [NH2:1][C:2]1[N:10]=[C:9]([Cl:11])[CH:8]=[CH:7][C:3]=1[C:4]([NH2:6])=[O:5].C(Cl)(=O)[C:13](Cl)=[O:14]. (2) The reactants are [N:1]1[N:2]2[CH2:11][CH2:10][CH2:9][C:3]2=[CH:4][C:5]=1C(O)=O.C([N:14]([CH2:17]C)CC)C.C1C=CC(P(N=[N+]=[N-])(C2C=CC=CC=2)=[O:26])=CC=1.[C:36]([OH:40])([CH3:39])([CH3:38])[CH3:37]. No catalyst specified. The product is [N:1]1[N:2]2[CH2:11][CH2:10][CH2:9][C:3]2=[CH:4][C:5]=1[NH:14][C:17](=[O:26])[O:40][C:36]([CH3:39])([CH3:38])[CH3:37]. The yield is 0.155. (3) The reactants are Br[C:2]1[C:10]2[C:9]([NH:11][C@H:12]([C:14]3[N:19]([C:20]4[CH:25]=[CH:24][CH:23]=[CH:22][CH:21]=4)[C:18](=[O:26])[C:17]4=[C:27]([CH3:30])[CH:28]=[CH:29][N:16]4[N:15]=3)[CH3:13])=[N:8][CH:7]=[N:6][C:5]=2[N:4]([CH2:31][O:32][CH2:33][CH2:34][Si:35]([CH3:38])([CH3:37])[CH3:36])[CH:3]=1.[CH3:39][O:40][C:41]1[CH:46]=[CH:45][C:44]([C:47]([F:50])([F:49])[F:48])=[CH:43][C:42]=1B(O)O.C(=O)([O-])[O-].[Na+].[Na+]. The catalyst is Cl[Pd](Cl)([P](C1C=CC=CC=1)(C1C=CC=CC=1)C1C=CC=CC=1)[P](C1C=CC=CC=1)(C1C=CC=CC=1)C1C=CC=CC=1. The product is [CH3:39][O:40][C:41]1[CH:42]=[CH:43][C:44]([C:47]([F:48])([F:49])[F:50])=[CH:45][C:46]=1[C:2]1[C:10]2[C:9]([NH:11][C@H:12]([C:14]3[N:19]([C:20]4[CH:25]=[CH:24][CH:23]=[CH:22][CH:21]=4)[C:18](=[O:26])[C:17]4=[C:27]([CH3:30])[CH:28]=[CH:29][N:16]4[N:15]=3)[CH3:13])=[N:8][CH:7]=[N:6][C:5]=2[N:4]([CH2:31][O:32][CH2:33][CH2:34][Si:35]([CH3:38])([CH3:37])[CH3:36])[CH:3]=1. The yield is 0.850. (4) The reactants are C([O:3][C:4]([C:6]1([C:9]2[CH:14]=[CH:13][C:12]([C:15]3[CH:20]=[CH:19][C:18]([C:21]4[S:22][C:23]([Cl:39])=[CH:24][C:25]=4[NH:26][C:27]([O:29][C@@H:30]([C:32]4[CH:37]=[CH:36][CH:35]=[CH:34][C:33]=4[F:38])[CH3:31])=[O:28])=[CH:17][CH:16]=3)=[CH:11][CH:10]=2)[CH2:8][CH2:7]1)=[O:5])C.[OH-].[Na+].Cl. The catalyst is C(O)(C)C. The product is [Cl:39][C:23]1[S:22][C:21]([C:18]2[CH:17]=[CH:16][C:15]([C:12]3[CH:11]=[CH:10][C:9]([C:6]4([C:4]([OH:5])=[O:3])[CH2:8][CH2:7]4)=[CH:14][CH:13]=3)=[CH:20][CH:19]=2)=[C:25]([NH:26][C:27]([O:29][C@@H:30]([C:32]2[CH:37]=[CH:36][CH:35]=[CH:34][C:33]=2[F:38])[CH3:31])=[O:28])[CH:24]=1. The yield is 0.630. (5) The reactants are [O:1]=[C:2]1[C:11]2[C:6](=[CH:7][CH:8]=[CH:9][CH:10]=2)[C:5]2[C:12](=[O:19])[C:13]3[CH:14]=[CH:15][CH:16]=[CH:17][C:18]=3[C:4]=2[NH:3]1.[BH4-].[Na+]. The catalyst is CCO. The product is [OH:19][CH:12]1[C:5]2[C:6]3[C:11](=[CH:10][CH:9]=[CH:8][CH:7]=3)[C:2](=[O:1])[NH:3][C:4]=2[C:18]2[CH:17]=[CH:16][CH:15]=[CH:14][C:13]1=2. The yield is 0.920. (6) The reactants are [Cl:1][C:2]1[C:3]([C:12]2[CH:13]=[CH:14][C:15]([NH2:18])=[N:16][CH:17]=2)=[CH:4][C:5]2[O:9][C:8]([CH3:10])=[N:7][C:6]=2[CH:11]=1.[Cl:19][C:20]1[CH:28]=[CH:27][CH:26]=[CH:25][C:21]=1[C:22](Cl)=[O:23].CCN(C(C)C)C(C)C.C([O-])(O)=O.[Na+].C(Cl)Cl. The catalyst is CN(C1C=CN=CC=1)C.C(Cl)Cl. The product is [Cl:1][C:2]1[C:3]([C:12]2[CH:13]=[CH:14][C:15]([NH:18][C:22]([C:21]3[CH:25]=[CH:26][CH:27]=[CH:28][C:20]=3[Cl:19])=[O:23])=[N:16][CH:17]=2)=[CH:4][C:5]2[O:9][C:8]([CH3:10])=[N:7][C:6]=2[CH:11]=1. The yield is 0.710. (7) The reactants are [C:1]([O:4][C@@H:5]1[C@@H:18]([O:19][C:20](=[O:22])[CH3:21])[C@H:17]([O:23][C:24](=[O:26])[CH3:25])[CH2:16][S:15][C@H:6]1[O:7][C:8]1[CH:13]=[CH:12][CH:11]=[CH:10][C:9]=1Br)(=[O:3])[CH3:2].[CH3:27][C:28]1[C:32](B(O)O)=[C:31]([CH3:36])[O:30][N:29]=1. No catalyst specified. The product is [C:1]([O:4][C@@H:5]1[C@@H:18]([O:19][C:20](=[O:22])[CH3:21])[C@H:17]([O:23][C:24](=[O:26])[CH3:25])[CH2:16][S:15][C@H:6]1[O:7][C:8]1[CH:13]=[CH:12][CH:11]=[CH:10][C:9]=1[C:32]1[C:28]([CH3:27])=[N:29][O:30][C:31]=1[CH3:36])(=[O:3])[CH3:2]. The yield is 0.760. (8) The reactants are FC1C=CC=CC=1NC1C2N(C=CC=2)C2[CH:13]=[CH:14][CH:15]=[C:16]([C:19]([O-:21])=O)C=2N=1.[CH:25]1([NH2:28])CC1.CCN=C=NCCCN(C)C.Cl.[CH:41]1[CH:42]=[CH:43][C:44]2[N:49](O)N=[N:47][C:45]=2[CH:46]=1.CCN(C(C)C)C(C)C.[O:60]1CCOCC1. The catalyst is CO. The product is [O:21]=[C:19]1[NH:47][C:45]2[C:46]([C:25]([NH2:28])=[O:60])=[CH:41][CH:42]=[CH:43][C:44]=2[N:49]2[CH:13]=[CH:14][CH:15]=[C:16]12. The yield is 0.360. (9) The reactants are [CH3:1][O:2][C:3](=[O:13])[CH2:4][C:5]1[CH:10]=[C:9]([OH:11])[CH:8]=[C:7]([OH:12])[CH:6]=1.C(=O)([O-])[O-].[K+].[K+].[I-].[K+].[CH2:22](Br)[C:23]1[CH:28]=[CH:27][CH:26]=[CH:25][CH:24]=1. The catalyst is CC(C)=O.O. The product is [CH3:1][O:2][C:3](=[O:13])[CH2:4][C:5]1[CH:10]=[C:9]([OH:11])[CH:8]=[C:7]([O:12][CH2:22][C:23]2[CH:28]=[CH:27][CH:26]=[CH:25][CH:24]=2)[CH:6]=1. The yield is 0.330.